From a dataset of NCI-60 drug combinations with 297,098 pairs across 59 cell lines. Regression. Given two drug SMILES strings and cell line genomic features, predict the synergy score measuring deviation from expected non-interaction effect. Drug 1: C1=CC(=C2C(=C1NCCNCCO)C(=O)C3=C(C=CC(=C3C2=O)O)O)NCCNCCO. Drug 2: CCC1=C2CN3C(=CC4=C(C3=O)COC(=O)C4(CC)O)C2=NC5=C1C=C(C=C5)O. Cell line: 786-0. Synergy scores: CSS=66.5, Synergy_ZIP=-3.38, Synergy_Bliss=-4.74, Synergy_Loewe=-4.19, Synergy_HSA=-0.517.